This data is from Catalyst prediction with 721,799 reactions and 888 catalyst types from USPTO. The task is: Predict which catalyst facilitates the given reaction. (1) Reactant: [N+:1]([C:4]1[CH:5]=[C:6]2[N:12]([CH:13]3[CH2:18][CH2:17][CH2:16][CH2:15][O:14]3)[N:11]=[CH:10][C:7]2=[N:8][CH:9]=1)([O-])=O.[H][H]. Product: [O:14]1[CH2:15][CH2:16][CH2:17][CH2:18][CH:13]1[N:12]1[C:6]2[C:7](=[N:8][CH:9]=[C:4]([NH2:1])[CH:5]=2)[CH:10]=[N:11]1. The catalyst class is: 696. (2) Reactant: [CH3:1][C:2]1[C:6]([C:7]2[CH:8]=[CH:9][C:10]([CH3:17])=[C:11]([S:13](Cl)(=[O:15])=[O:14])[CH:12]=2)=[C:5]([CH3:18])[O:4][N:3]=1.[NH2:19][C:20]1[CH:21]=[C:22]([B:26]([OH:28])[OH:27])[CH:23]=[CH:24][CH:25]=1. Product: [CH3:1][C:2]1[C:6]([C:7]2[CH:8]=[CH:9][C:10]([CH3:17])=[C:11]([S:13]([NH:19][C:20]3[CH:21]=[C:22]([B:26]([OH:28])[OH:27])[CH:23]=[CH:24][CH:25]=3)(=[O:15])=[O:14])[CH:12]=2)=[C:5]([CH3:18])[O:4][N:3]=1. The catalyst class is: 17. (3) Reactant: Cl[C:2]1[N:7]=[CH:6][C:5]([CH:8]=[O:9])=[C:4](N2C[C@H](C)O[C@H](C)C2)[CH:3]=1.[CH3:18][S-:19].[Na+].O. Product: [CH3:18][S:19][C:2]1[N:7]=[CH:6][C:5]([CH:8]=[O:9])=[CH:4][CH:3]=1. The catalyst class is: 12. (4) Reactant: C[O:2][C:3](=[O:32])[CH2:4][N:5]1[CH:9]([CH3:10])[C:8](=[O:11])[N:7]([C:12]2[CH:17]=[C:16]([CH2:18][C:19]3[C:28]4[C:23](=[CH:24][CH:25]=[CH:26][CH:27]=4)[C:22](=[O:29])[NH:21][N:20]=3)[CH:15]=[CH:14][C:13]=2[F:30])[C:6]1=[O:31].CO. Product: [F:30][C:13]1[CH:14]=[CH:15][C:16]([CH2:18][C:19]2[C:28]3[C:23](=[CH:24][CH:25]=[CH:26][CH:27]=3)[C:22](=[O:29])[NH:21][N:20]=2)=[CH:17][C:12]=1[N:7]1[C:8](=[O:11])[CH:9]([CH3:10])[N:5]([CH2:4][C:3]([OH:32])=[O:2])[C:6]1=[O:31]. The catalyst class is: 328. (5) Reactant: [CH:1]1([C:4](=O)[CH2:5][C:6](=O)[C:7]([F:10])([F:9])[F:8])[CH2:3][CH2:2]1.O.[NH2:14][NH2:15]. Product: [CH:1]1([C:4]2[CH:5]=[C:6]([C:7]([F:10])([F:9])[F:8])[NH:15][N:14]=2)[CH2:3][CH2:2]1. The catalyst class is: 8. (6) Reactant: [Cl:1][C:2]1[CH:21]=[C:20]([Cl:22])[CH:19]=[CH:18][C:3]=1[CH2:4][O:5][C:6]1[CH:17]=[CH:16][C:9]2[C:10](=[N:13]OC)[CH2:11][O:12][C:8]=2[CH:7]=1. Product: [Cl:1][C:2]1[CH:21]=[C:20]([Cl:22])[CH:19]=[CH:18][C:3]=1[CH2:4][O:5][C:6]1[CH:17]=[CH:16][C:9]2[CH:10]([NH2:13])[CH2:11][O:12][C:8]=2[CH:7]=1. The catalyst class is: 1.